From a dataset of Forward reaction prediction with 1.9M reactions from USPTO patents (1976-2016). Predict the product of the given reaction. The product is: [OH:1][C:2]([CH3:34])([CH3:35])[CH2:3][C@@:4]1([C:28]2[CH:33]=[CH:32][CH:31]=[CH:30][CH:29]=2)[O:9][C:8](=[O:10])[N:7]([C@H:11]([C:13]2[CH:14]=[CH:15][C:16]([C:37]3[CH:38]=[CH:39][C:40]([C:43]4([C:49]([NH2:51])=[O:50])[CH2:48][CH2:47][O:46][CH2:45][CH2:44]4)=[N:41][CH:42]=3)=[CH:17][CH:18]=2)[CH3:12])[CH2:6][CH2:5]1. Given the reactants [OH:1][C:2]([CH3:35])([CH3:34])[CH2:3][C@@:4]1([C:28]2[CH:33]=[CH:32][CH:31]=[CH:30][CH:29]=2)[O:9][C:8](=[O:10])[N:7]([C@H:11]([C:13]2[CH:18]=[CH:17][C:16](B3OC(C)(C)C(C)(C)O3)=[CH:15][CH:14]=2)[CH3:12])[CH2:6][CH2:5]1.Br[C:37]1[CH:38]=[CH:39][C:40]([C:43]2([C:49]([NH2:51])=[O:50])[CH2:48][CH2:47][O:46][CH2:45][CH2:44]2)=[N:41][CH:42]=1, predict the reaction product.